Dataset: Catalyst prediction with 721,799 reactions and 888 catalyst types from USPTO. Task: Predict which catalyst facilitates the given reaction. (1) Reactant: [CH2:1]([O:3][C:4]([C:6]1[N:7]([S:28]([C:31]2[CH:36]=[CH:35][C:34]([CH3:37])=[CH:33][CH:32]=2)(=[O:30])=[O:29])[C:8]2[C:13]([CH:14]=1)=[CH:12][C:11]([CH:15]1[CH2:20][CH2:19][N:18](C(OC(C)(C)C)=O)[CH2:17][CH2:16]1)=[CH:10][CH:9]=2)=[O:5])[CH3:2].[ClH:38].C(OCC)(=O)C. Product: [ClH:38].[CH2:1]([O:3][C:4]([C:6]1[N:7]([S:28]([C:31]2[CH:32]=[CH:33][C:34]([CH3:37])=[CH:35][CH:36]=2)(=[O:29])=[O:30])[C:8]2[C:13]([CH:14]=1)=[CH:12][C:11]([CH:15]1[CH2:20][CH2:19][NH:18][CH2:17][CH2:16]1)=[CH:10][CH:9]=2)=[O:5])[CH3:2]. The catalyst class is: 13. (2) Reactant: [C:1]([C:6]1[CH:7]=[N:8][C:9]2[C:14]([C:15]=1[NH:16][C@H:17]1[CH2:22][CH2:21][C@H:20]([NH:23]C(=O)OC(C)(C)C)[CH2:19][CH2:18]1)=[CH:13][C:12]([C:31]1[CH:36]=[C:35]([Cl:37])[C:34]([OH:38])=[C:33]([Cl:39])[CH:32]=1)=[CH:11][CH:10]=2)(=[O:5])[CH2:2][CH2:3][CH3:4].O.Cl. Product: [NH2:23][C@H:20]1[CH2:21][CH2:22][C@H:17]([NH:16][C:15]2[C:14]3[C:9](=[CH:10][CH:11]=[C:12]([C:31]4[CH:32]=[C:33]([Cl:39])[C:34]([OH:38])=[C:35]([Cl:37])[CH:36]=4)[CH:13]=3)[N:8]=[CH:7][C:6]=2[C:1](=[O:5])[CH2:2][CH2:3][CH3:4])[CH2:18][CH2:19]1. The catalyst class is: 1. (3) Reactant: [CH3:1][O:2][C:3]([C:5]1[CH:9]=[C:8]([OH:10])[N:7]([C:11]2[CH:16]=[CH:15][CH:14]=[CH:13][C:12]=2[F:17])[N:6]=1)=[O:4].C(=O)([O-])[O-].[Cs+].[Cs+].Br[CH2:25][C:26](=[O:31])[C:27]([CH3:30])([CH3:29])[CH3:28]. Product: [CH3:1][O:2][C:3]([C:5]1[CH:9]=[C:8]([O:10][CH2:25][C:26](=[O:31])[C:27]([CH3:30])([CH3:29])[CH3:28])[N:7]([C:11]2[CH:16]=[CH:15][CH:14]=[CH:13][C:12]=2[F:17])[N:6]=1)=[O:4]. The catalyst class is: 3. (4) Reactant: [Cl:1][C:2]1[N:7]=[C:6]([NH2:8])[N:5]=[C:4]([NH:9][C@H:10]2[C:19]3[C:14](=[C:15]([F:20])[CH:16]=[CH:17][CH:18]=3)[O:13][CH2:12][CH2:11]2)[C:3]=1[NH2:21].[C:22](Cl)(Cl)=[O:23]. Product: [NH2:8][C:6]1[N:5]=[C:4]2[C:3]([NH:21][C:22](=[O:23])[N:9]2[C@H:10]2[C:19]3[C:14](=[C:15]([F:20])[CH:16]=[CH:17][CH:18]=3)[O:13][CH2:12][CH2:11]2)=[C:2]([Cl:1])[N:7]=1. The catalyst class is: 182. (5) Reactant: Cl[C:2]1[N:7]=[C:6]2[N:8]([CH2:12][CH2:13][CH2:14][CH2:15][CH2:16][CH2:17][C:18]([O:20][CH2:21][CH3:22])=[O:19])[CH2:9][CH2:10][CH2:11][C:5]2=[N:4][C:3]=1[C:23]1[CH:28]=[CH:27][N:26]=[CH:25][CH:24]=1.B(O)(O)[C:30]1[CH:31]=[CH:32][C:33]([CH3:36])=[CH:34][CH:35]=1.C(=O)([O-])[O-].[K+].[K+]. Product: [N:26]1[CH:27]=[CH:28][C:23]([C:3]2[N:4]=[C:5]3[CH2:11][CH2:10][CH2:9][N:8]([CH2:12][CH2:13][CH2:14][CH2:15][CH2:16][CH2:17][C:18]([O:20][CH2:21][CH3:22])=[O:19])[C:6]3=[N:7][C:2]=2[C:30]2[CH:35]=[CH:34][C:33]([CH3:36])=[CH:32][CH:31]=2)=[CH:24][CH:25]=1. The catalyst class is: 77. (6) Reactant: S(=O)(O)[O-].[Na+].[CH2:6]([O:8][N:9]1[CH2:14][CH2:13][C:12](=[O:15])[CH2:11][CH2:10]1)[CH3:7].[C-:16]#[N:17].[K+]. Product: [CH2:6]([O:8][N:9]1[CH2:14][CH2:13][C:12]([OH:15])([C:16]#[N:17])[CH2:11][CH2:10]1)[CH3:7]. The catalyst class is: 6.